From a dataset of Peptide-MHC class I binding affinity with 185,985 pairs from IEDB/IMGT. Regression. Given a peptide amino acid sequence and an MHC pseudo amino acid sequence, predict their binding affinity value. This is MHC class I binding data. (1) The peptide sequence is RVYLNGIGK. The MHC is HLA-B08:01 with pseudo-sequence HLA-B08:01. The binding affinity (normalized) is 0.0847. (2) The peptide sequence is RTLLGLILFV. The MHC is HLA-B07:02 with pseudo-sequence HLA-B07:02. The binding affinity (normalized) is 0.112.